This data is from Forward reaction prediction with 1.9M reactions from USPTO patents (1976-2016). The task is: Predict the product of the given reaction. Given the reactants C([O:3][C:4](=[O:31])[CH2:5][CH2:6][CH2:7][S:8][C:9]1[N:13]([CH2:14][C:15]2[C:24]3[C:19](=[CH:20][CH:21]=[CH:22][CH:23]=3)[CH:18]=[CH:17][CH:16]=2)[C:12]2[CH:25]=[C:26]([F:30])[C:27]([F:29])=[CH:28][C:11]=2[N:10]=1)C.[OH-].[Li+].Cl, predict the reaction product. The product is: [C:15]1([CH2:14][N:13]2[C:12]3[CH:25]=[C:26]([F:30])[C:27]([F:29])=[CH:28][C:11]=3[N:10]=[C:9]2[S:8][CH2:7][CH2:6][CH2:5][C:4]([OH:31])=[O:3])[C:24]2[C:19](=[CH:20][CH:21]=[CH:22][CH:23]=2)[CH:18]=[CH:17][CH:16]=1.